This data is from Catalyst prediction with 721,799 reactions and 888 catalyst types from USPTO. The task is: Predict which catalyst facilitates the given reaction. (1) Reactant: [Br:1][C:2]1[CH:3]=[C:4]2[C:8](=[C:9]([CH3:11])[CH:10]=1)[NH:7][N:6]=[CH:5]2.[CH3:12]C(C)([O-])C.[K+].IC. Product: [Br:1][C:2]1[CH:3]=[C:4]2[C:8](=[C:9]([CH3:11])[CH:10]=1)[N:7]([CH3:12])[N:6]=[CH:5]2. The catalyst class is: 1. (2) Reactant: [C:1]([N:4]1[CH2:13][CH2:12][C:11]2[C:6](=[CH:7][C:8]([N+:14]([O-])=O)=[CH:9][CH:10]=2)[CH2:5]1)(=[O:3])[CH3:2].O.NN. Product: [C:1]([N:4]1[CH2:13][CH2:12][C:11]2[C:6](=[CH:7][C:8]([NH2:14])=[CH:9][CH:10]=2)[CH2:5]1)(=[O:3])[CH3:2]. The catalyst class is: 5. (3) Reactant: [CH3:1][O:2][C:3](=[O:29])[CH2:4][O:5][C:6]1[CH:15]=[CH:14][C:13]([Cl:16])=[C:12]2[C:7]=1[C:8](=[O:28])[C:9]([CH2:19][C:20]1[CH:25]=[CH:24][C:23]([C:26]#[N:27])=[CH:22][CH:21]=1)=[C:10]([CH2:17][CH3:18])[NH:11]2.C(=O)([O-])[O-].[K+].[K+].Cl[CH:37]([F:39])[F:38]. Product: [CH3:1][O:2][C:3](=[O:29])[CH2:4][O:5][C:6]1[CH:15]=[CH:14][C:13]([Cl:16])=[C:12]2[C:7]=1[C:8]([O:28][CH:37]([F:39])[F:38])=[C:9]([CH2:19][C:20]1[CH:21]=[CH:22][C:23]([C:26]#[N:27])=[CH:24][CH:25]=1)[C:10]([CH2:17][CH3:18])=[N:11]2. The catalyst class is: 9. (4) Reactant: [OH:1][N:2]=[C:3]([C:5]1[S:9][C:8]([N:10]2[CH2:15][CH2:14][CH:13]([O:16][C:17]3[CH:22]=[CH:21][CH:20]=[CH:19][C:18]=3[C:23]([F:26])([F:25])[F:24])[CH2:12][CH2:11]2)=[N:7][CH:6]=1)[NH2:4].[Na].[C:28](OCC)(=O)[CH2:29][OH:30]. Product: [F:24][C:23]([F:26])([F:25])[C:18]1[CH:19]=[CH:20][CH:21]=[CH:22][C:17]=1[O:16][CH:13]1[CH2:12][CH2:11][N:10]([C:8]2[S:9][C:5]([C:3]3[N:4]=[C:28]([CH2:29][OH:30])[O:1][N:2]=3)=[CH:6][N:7]=2)[CH2:15][CH2:14]1. The catalyst class is: 14. (5) Reactant: [H-].[H-].[H-].[H-].[Li+].[Al+3].[CH2:7]([C:9]([CH2:14][CH3:15])([C:12]#[N:13])[C:10]#[N:11])[CH3:8]. Product: [CH2:7]([C:9]([CH2:14][CH3:15])([CH2:12][NH2:13])[CH2:10][NH2:11])[CH3:8]. The catalyst class is: 28. (6) Reactant: [F:1][C:2]1[CH:12]=[CH:11][C:5]2[NH:6][C@@H:7]([CH3:10])[CH2:8][O:9][C:4]=2[C:3]=1[F:13].C(O[CH:17]=[C:18]([C:24]([O:26][CH2:27][CH3:28])=[O:25])[C:19]([O:21][CH2:22][CH3:23])=[O:20])C. Product: [F:1][C:2]1[CH:12]=[CH:11][C:5]2[N:6]([CH:17]=[C:18]([C:19]([O:21][CH2:22][CH3:23])=[O:20])[C:24]([O:26][CH2:27][CH3:28])=[O:25])[C@@H:7]([CH3:10])[CH2:8][O:9][C:4]=2[C:3]=1[F:13]. The catalyst class is: 11.